This data is from Full USPTO retrosynthesis dataset with 1.9M reactions from patents (1976-2016). The task is: Predict the reactants needed to synthesize the given product. (1) Given the product [CH3:1][C:2]1([CH3:24])[O:6][C@H:5]2[C@H:7]([N:14]3[C:18]4[N:19]=[CH:20][N:21]=[C:22]([CH3:23])[C:17]=4[CH:16]=[CH:15]3)[O:8][C@@H:9]([C:10](=[O:13])[C:11]#[CH:12])[C@H:4]2[O:3]1, predict the reactants needed to synthesize it. The reactants are: [CH3:1][C:2]1([CH3:24])[O:6][C@H:5]2[C@H:7]([N:14]3[C:18]4[N:19]=[CH:20][N:21]=[C:22]([CH3:23])[C:17]=4[CH:16]=[CH:15]3)[O:8][C@@H:9]([CH:10]([OH:13])[C:11]#[CH:12])[C@H:4]2[O:3]1.CC(OI1(OC(C)=O)(OC(C)=O)OC(=O)C2C=CC=CC1=2)=O. (2) Given the product [C:2]([O:6][C:7]([N:9]1[CH2:12][CH:11]([CH2:13][NH:14][C:27]2[N:28]=[C:23]([Cl:22])[N:24]=[C:25]([N:30]3[CH2:31][CH2:32][O:33][CH2:34][CH2:35]3)[N:26]=2)[CH2:10]1)=[O:8])([CH3:5])([CH3:4])[CH3:3], predict the reactants needed to synthesize it. The reactants are: Cl.[C:2]([O:6][C:7]([N:9]1[CH2:12][CH:11]([CH2:13][NH2:14])[CH2:10]1)=[O:8])([CH3:5])([CH3:4])[CH3:3].CCN(CC)CC.[Cl:22][C:23]1[N:28]=[C:27](Cl)[N:26]=[C:25]([N:30]2[CH2:35][CH2:34][O:33][CH2:32][CH2:31]2)[N:24]=1. (3) Given the product [C:14]([O:18][C:19]([N:21]1[CH2:28][CH:27]2[N:29]([C:30]([O:32][C:33]([CH3:36])([CH3:35])[CH3:34])=[O:31])[CH:23]([CH2:24][C:25]([C:40]3[S:44][C:43]([CH2:45][O:46][CH2:47][CH2:48][O:49][Si:5]([C:2]([CH3:4])([CH3:3])[CH3:1])([CH3:7])[CH3:6])=[N:42][CH:41]=3)=[C:26]2[C:37]([OH:39])=[O:38])[CH2:22]1)=[O:20])([CH3:15])([CH3:16])[CH3:17], predict the reactants needed to synthesize it. The reactants are: [CH3:1][C:2]([Si:5](Cl)([CH3:7])[CH3:6])([CH3:4])[CH3:3].N1C=CN=C1.[C:14]([O:18][C:19]([N:21]1[CH2:28][CH:27]2[N:29]([C:30]([O:32][C:33]([CH3:36])([CH3:35])[CH3:34])=[O:31])[CH:23]([CH2:24][C:25]([C:40]3[S:44][C:43]([CH2:45][O:46][CH2:47][CH2:48][OH:49])=[N:42][CH:41]=3)=[C:26]2[C:37]([OH:39])=[O:38])[CH2:22]1)=[O:20])([CH3:17])([CH3:16])[CH3:15].C([O-])([O-])=O.[K+].[K+]. (4) The reactants are: [CH3:1][O:2][C:3]([N:5]1[CH2:9][CH:8]([C:10]2[CH:15]=[CH:14][C:13]([O:16][CH3:17])=[C:12]([O:18][CH:19]3[CH2:23][CH2:22][CH2:21][CH2:20]3)[CH:11]=2)[C@:7]([C:25](=O)[CH3:26])([CH3:24])[CH2:6]1)=[O:4].C(O)(=O)C.[CH3:32][NH:33][NH2:34]. Given the product [CH3:1][O:2][C:3]([N:5]1[CH2:9][CH:8]([C:10]2[CH:15]=[CH:14][C:13]([O:16][CH3:17])=[C:12]([O:18][CH:19]3[CH2:23][CH2:22][CH2:21][CH2:20]3)[CH:11]=2)[C@@:7]([CH3:24])([C:25](=[N:34][NH:33][CH3:32])[CH3:26])[CH2:6]1)=[O:4], predict the reactants needed to synthesize it. (5) Given the product [Br:1][CH2:2][C:3]1[CH:4]=[C:5]([OH:23])[CH:6]=[C:7]([OH:21])[C:8]=1[C:9]1[C:10]([OH:19])=[CH:11][C:12]([OH:17])=[CH:13][C:14]=1[CH2:15][Br:16], predict the reactants needed to synthesize it. The reactants are: [Br:1][CH2:2][C:3]1[C:8]([C:9]2[C:14]([CH2:15][Br:16])=[CH:13][C:12]([O:17]C)=[CH:11][C:10]=2[O:19]C)=[C:7]([O:21]C)[CH:6]=[C:5]([O:23]C)[CH:4]=1.B(Br)(Br)Br. (6) Given the product [F:23][C:22]([F:25])([F:24])[C:20]([OH:26])=[O:21].[CH3:1][C:2]1[N:7]=[N:6][CH:5]=[C:4]([C:8]2[S:12][C:11]([C:13]([OH:15])=[O:14])=[N:10][CH:9]=2)[CH:3]=1, predict the reactants needed to synthesize it. The reactants are: [CH3:1][C:2]1[N:7]=[N:6][CH:5]=[C:4]([C:8]2[S:12][C:11]([C:13]([O:15]C(C)(C)C)=[O:14])=[N:10][CH:9]=2)[CH:3]=1.[C:20]([OH:26])([C:22]([F:25])([F:24])[F:23])=[O:21].